This data is from Full USPTO retrosynthesis dataset with 1.9M reactions from patents (1976-2016). The task is: Predict the reactants needed to synthesize the given product. (1) The reactants are: [C:1]([O:5][C:6](=[O:8])C)([CH3:4])([CH3:3])C.[CH3:22][C:20](S[CH2:16][CH2:18][NH2+:19][C:16]([CH2:18][NH2:19])=O)=[O:21].[C:20]([O-])([C:22](F)(F)F)=[O:21].BrCC(O[C:32]([CH3:35])([CH3:34])[CH3:33])=O.[C:36]([O-])([O-])=O.[K+].[K+].[CH3:42][C:43]([CH3:45])=O. Given the product [CH3:42][C:43]1[CH:45]=[CH:34][C:32]([CH3:33])=[CH:35][C:16]=1[CH2:18][N:19]1[C:4]2[C:20]([OH:21])=[CH:22][CH:36]=[CH:3][C:1]=2[O:5][C:6]1=[O:8], predict the reactants needed to synthesize it. (2) The reactants are: [CH3:1][C:2]1([CH3:12])[O:6][C:5](=[CH:7][C:8](Cl)=[O:9])[C:4](=[O:11])[O:3]1.[F:13][C:14]1[CH:31]=[CH:30][C:17]([CH2:18][NH:19][O:20][CH2:21][CH2:22][CH2:23][N:24]2[CH2:29][CH2:28][O:27][CH2:26][CH2:25]2)=[CH:16][CH:15]=1. Given the product [CH3:1][C:2]1([CH3:12])[O:6][C:5](=[CH:7][C:8]([N:19]([CH2:18][C:17]2[CH:16]=[CH:15][C:14]([F:13])=[CH:31][CH:30]=2)[O:20][CH2:21][CH2:22][CH2:23][N:24]2[CH2:29][CH2:28][O:27][CH2:26][CH2:25]2)=[O:9])[C:4](=[O:11])[O:3]1, predict the reactants needed to synthesize it. (3) The reactants are: [NH2:1][CH2:2][CH2:3][CH2:4][CH2:5][N:6]([CH3:8])[CH3:7].[F:9][C:10]([F:36])([F:35])[C:11]1[CH:16]=[CH:15][C:14]([C:17]2[C:18]([C:23]([NH:25][C:26]3[CH:27]=[C:28]([C:32](O)=[O:33])[N:29]([CH3:31])[CH:30]=3)=[O:24])=[CH:19][CH:20]=[CH:21][CH:22]=2)=[CH:13][CH:12]=1.CN(C(ON1N=NC2C=CC=CC1=2)=[N+](C)C)C.[B-](F)(F)(F)F.C(OCC)(=O)C.C(O)C.N. Given the product [CH3:7][N:6]([CH3:8])[CH2:5][CH2:4][CH2:3][CH2:2][NH:1][C:32]([C:28]1[N:29]([CH3:31])[CH:30]=[C:26]([NH:25][C:23]([C:18]2[C:17]([C:14]3[CH:13]=[CH:12][C:11]([C:10]([F:36])([F:9])[F:35])=[CH:16][CH:15]=3)=[CH:22][CH:21]=[CH:20][CH:19]=2)=[O:24])[CH:27]=1)=[O:33], predict the reactants needed to synthesize it.